The task is: Predict the reaction yield, written as a fraction of the theoretical maximum amount of product (1.0 means a 100% yield; for example, 0.34 means a 34% yield).. This data is from Reaction yield outcomes from USPTO patents with 853,638 reactions. The reactants are C([Li])CCC.[NH:6]1[C:15]2[C:10](=[CH:11][CH:12]=[CH:13][CH:14]=2)[C:8]([CH3:9])=[CH:7]1.C(=O)=O.C([Li])(C)(C)C.[CH3:24][N:25]([CH3:40])[C:26]1([C:33]2[CH:38]=[CH:37][CH:36]=[C:35]([F:39])[CH:34]=2)[CH2:31][CH2:30][C:29](=[O:32])[CH2:28][CH2:27]1.[Cl-].[NH4+].Cl.C(=O)([O-])O.[Na+].[OH-].[Na+]. The catalyst is O1CCCC1. The product is [CH3:24][N:25]([CH3:40])[C:26]1([C:33]2[CH:38]=[CH:37][CH:36]=[C:35]([F:39])[CH:34]=2)[CH2:27][CH2:28][C:29]([C:7]2[NH:6][C:15]3[C:10]([C:8]=2[CH3:9])=[CH:11][CH:12]=[CH:13][CH:14]=3)([OH:32])[CH2:30][CH2:31]1. The yield is 0.350.